This data is from Forward reaction prediction with 1.9M reactions from USPTO patents (1976-2016). The task is: Predict the product of the given reaction. (1) The product is: [N:3]1([CH2:16][CH2:15][C:14]([OH:18])=[O:13])[C:11]2[C:6](=[CH:7][CH:8]=[CH:9][CH:10]=2)[CH:5]=[CH:4]1. Given the reactants [OH-].[K+].[NH:3]1[C:11]2[C:6](=[CH:7][CH:8]=[CH:9][CH:10]=2)[CH:5]=[CH:4]1.C[O:13][C:14](=[O:18])[CH2:15][CH2:16]Br.O, predict the reaction product. (2) Given the reactants [CH2:1]([O:8][C:9]1[C:10]([O:25][CH3:26])=[CH:11][C:12]([Br:24])=[C:13]([CH:15]([C:17]2[CH:22]=[CH:21][C:20]([CH3:23])=[CH:19][CH:18]=2)[OH:16])[CH:14]=1)[C:2]1[CH:7]=[CH:6][CH:5]=[CH:4][CH:3]=1, predict the reaction product. The product is: [CH2:1]([O:8][C:9]1[C:10]([O:25][CH3:26])=[CH:11][C:12]([Br:24])=[C:13]([C:15]([C:17]2[CH:18]=[CH:19][C:20]([CH3:23])=[CH:21][CH:22]=2)=[O:16])[CH:14]=1)[C:2]1[CH:3]=[CH:4][CH:5]=[CH:6][CH:7]=1. (3) Given the reactants [CH:1]1([NH:4][C:5]([C:7]2[CH:8]=[C:9]([F:31])[C:10]([CH3:30])=[C:11]([C:13]3[C:14]([C:27](O)=[O:28])=[CH:15][C:16]([C:19]([NH:21][CH2:22][C:23]([CH3:26])([CH3:25])[CH3:24])=[O:20])=[CH:17][CH:18]=3)[CH:12]=2)=[O:6])[CH2:3][CH2:2]1.CN(C(O[N:40]1N=[N:47][C:42]2[CH:43]=[CH:44][CH:45]=[CH:46][C:41]1=2)=[N+](C)C)C.F[P-](F)(F)(F)(F)F.CCN(CC)CC.NCCCCCC#N, predict the reaction product. The product is: [C:41]([CH2:46][CH2:45][CH2:44][CH2:43][CH2:42][NH:47][C:27]([C:14]1[C:13]([C:11]2[C:10]([CH3:30])=[C:9]([F:31])[CH:8]=[C:7]([C:5]([NH:4][CH:1]3[CH2:2][CH2:3]3)=[O:6])[CH:12]=2)=[CH:18][CH:17]=[C:16]([C:19]([NH:21][CH2:22][C:23]([CH3:25])([CH3:24])[CH3:26])=[O:20])[CH:15]=1)=[O:28])#[N:40]. (4) Given the reactants Cl[CH2:2][C:3]1[CH:22]=[CH:21][C:6]([CH2:7][N:8]2[CH2:13][CH2:12][N:11]([C:14]([O:16][C:17]([CH3:20])([CH3:19])[CH3:18])=[O:15])[CH2:10][CH2:9]2)=[CH:5][CH:4]=1.[CH:23]([O:26][C:27]1[CH:32]=[CH:31][C:30]([OH:33])=[CH:29][CH:28]=1)([CH3:25])[CH3:24].C([O-])([O-])=O.[K+].[K+], predict the reaction product. The product is: [CH3:25][CH:23]([O:26][C:27]1[CH:32]=[CH:31][C:30]([O:33][CH2:2][C:3]2[CH:22]=[CH:21][C:6]([CH2:7][N:8]3[CH2:13][CH2:12][N:11]([C:14]([O:16][C:17]([CH3:20])([CH3:19])[CH3:18])=[O:15])[CH2:10][CH2:9]3)=[CH:5][CH:4]=2)=[CH:29][CH:28]=1)[CH3:24]. (5) The product is: [C:1]([O:5][C:6]([N:8]([CH2:19][CH:20]1[CH2:25][CH2:24][N:23]([C:26]2[C:36]([Cl:37])=[CH:35][C:29]([C:30]([OH:32])=[O:31])=[CH:28][N:27]=2)[CH2:22][CH:21]1[C:38]1[CH:39]=[CH:40][CH:41]=[CH:42][CH:43]=1)[C@@H:9]([C:11]1[CH:16]=[CH:15][CH:14]=[C:13]([O:17][CH3:18])[CH:12]=1)[CH3:10])=[O:7])([CH3:2])([CH3:3])[CH3:4]. Given the reactants [C:1]([O:5][C:6]([N:8]([CH2:19][CH:20]1[CH2:25][CH2:24][N:23]([C:26]2[C:36]([Cl:37])=[CH:35][C:29]([C:30]([O:32]CC)=[O:31])=[CH:28][N:27]=2)[CH2:22][CH:21]1[C:38]1[CH:43]=[CH:42][CH:41]=[CH:40][CH:39]=1)[C@@H:9]([C:11]1[CH:16]=[CH:15][CH:14]=[C:13]([O:17][CH3:18])[CH:12]=1)[CH3:10])=[O:7])([CH3:4])([CH3:3])[CH3:2].C1COCC1.[OH-].[Na+].Cl, predict the reaction product. (6) Given the reactants Cl.[Cl:2][C:3]1[CH:8]=[C:7]([Cl:9])[CH:6]=[CH:5][C:4]=1[N:10]1[C:14]([CH3:15])=[N:13][C:12]([NH:16][CH:17]2[CH2:22][CH2:21][NH:20][CH2:19][CH2:18]2)=[N:11]1.Cl[C:24]1[S:28][N:27]=[C:26]([CH3:29])[N:25]=1, predict the reaction product. The product is: [Cl:2][C:3]1[CH:8]=[C:7]([Cl:9])[CH:6]=[CH:5][C:4]=1[N:10]1[C:14]([CH3:15])=[N:13][C:12]([NH:16][CH:17]2[CH2:18][CH2:19][N:20]([C:24]3[S:28][N:27]=[C:26]([CH3:29])[N:25]=3)[CH2:21][CH2:22]2)=[N:11]1. (7) Given the reactants [OH:1][C:2]1[CH:7]=[CH:6][C:5]([CH2:8][CH2:9][C@@H:10]([NH:12][C:13](=[O:15])[CH3:14])[CH3:11])=[CH:4][CH:3]=1.[H-].[Na+].Cl[C:19]1[CH:24]=[CH:23][C:22]([N+:25]([O-:27])=[O:26])=[CH:21][N:20]=1, predict the reaction product. The product is: [CH3:11][C@H:10]([NH:12][C:13](=[O:15])[CH3:14])[CH2:9][CH2:8][C:5]1[CH:4]=[CH:3][C:2]([O:1][C:19]2[CH:24]=[CH:23][C:22]([N+:25]([O-:27])=[O:26])=[CH:21][N:20]=2)=[CH:7][CH:6]=1.